This data is from Full USPTO retrosynthesis dataset with 1.9M reactions from patents (1976-2016). The task is: Predict the reactants needed to synthesize the given product. (1) Given the product [NH2:37][C@H:34]1[CH2:35][CH2:36][C@H:31]([NH:38][C:2]2[CH:9]=[C:8]([N:10]3[C:14]4=[N:15][CH:16]=[CH:17][C:18]([C:19]5[CH:20]=[N:21][C:22]6[C:27]([CH:28]=5)=[CH:26][CH:25]=[CH:24][CH:23]=6)=[C:13]4[C:12]([CH2:29][CH3:30])=[CH:11]3)[CH:7]=[CH:6][C:3]=2[C:4]#[N:5])[CH2:32][CH2:33]1, predict the reactants needed to synthesize it. The reactants are: Br[C:2]1[CH:9]=[C:8]([N:10]2[C:14]3=[N:15][CH:16]=[CH:17][C:18]([C:19]4[CH:20]=[N:21][C:22]5[C:27]([CH:28]=4)=[CH:26][CH:25]=[CH:24][CH:23]=5)=[C:13]3[C:12]([CH2:29][CH3:30])=[CH:11]2)[CH:7]=[CH:6][C:3]=1[C:4]#[N:5].[C@H:31]1([NH2:38])[CH2:36][CH2:35][C@H:34]([NH2:37])[CH2:33][CH2:32]1. (2) Given the product [C:1]([C:5]1[CH:9]=[C:8]([NH:10][C:21](=[O:22])[O:23][C:24]2[CH:29]=[CH:28][CH:27]=[CH:26][CH:25]=2)[N:7]([C:11]2[CH:12]=[CH:13][C:14]([CH3:17])=[CH:15][CH:16]=2)[N:6]=1)([CH3:4])([CH3:3])[CH3:2], predict the reactants needed to synthesize it. The reactants are: [C:1]([C:5]1[CH:9]=[C:8]([NH2:10])[N:7]([C:11]2[CH:16]=[CH:15][C:14]([CH3:17])=[CH:13][CH:12]=2)[N:6]=1)([CH3:4])([CH3:3])[CH3:2].[OH-].[Na+].Cl[C:21]([O:23][C:24]1[CH:29]=[CH:28][CH:27]=[CH:26][CH:25]=1)=[O:22].